Dataset: Full USPTO retrosynthesis dataset with 1.9M reactions from patents (1976-2016). Task: Predict the reactants needed to synthesize the given product. (1) Given the product [CH3:29][N:30]([CH2:2][C:3]1[N:4]([CH3:28])[C:5]2[C:10]([N:11]=1)=[C:9]([N:12]1[CH2:17][CH2:16][O:15][CH2:14][CH2:13]1)[N:8]=[C:7]([N:18]1[C:22]3[CH:23]=[CH:24][CH:25]=[CH:26][C:21]=3[N:20]=[C:19]1[CH3:27])[N:6]=2)[CH2:31][CH:32]([CH3:34])[CH3:33], predict the reactants needed to synthesize it. The reactants are: Br[CH2:2][C:3]1[N:4]([CH3:28])[C:5]2[C:10]([N:11]=1)=[C:9]([N:12]1[CH2:17][CH2:16][O:15][CH2:14][CH2:13]1)[N:8]=[C:7]([N:18]1[C:22]3[CH:23]=[CH:24][CH:25]=[CH:26][C:21]=3[N:20]=[C:19]1[CH3:27])[N:6]=2.[CH3:29][NH:30][CH2:31][CH:32]([CH3:34])[CH3:33]. (2) Given the product [NH:12]1[C:13]2[C:18](=[CH:17][CH:16]=[CH:15][CH:14]=2)[C:10]([C:8](=[O:9])[CH:32]([NH:31][C:30]2[CH:45]=[CH:46][CH:47]=[C:28]([O:27][CH3:26])[CH:29]=2)[C:33]2[CH:38]=[CH:37][CH:36]=[C:35]([C:39]3[CH:40]=[N:41][CH:42]=[N:43][CH:44]=3)[CH:34]=2)=[CH:11]1, predict the reactants needed to synthesize it. The reactants are: C(N(CC)CC)C.[CH:8]([C:10]1[C:18]2[C:13](=[CH:14][CH:15]=[CH:16][CH:17]=2)[N:12](C(OC(C)(C)C)=O)[CH:11]=1)=[O:9].[CH3:26][O:27][C:28]1[CH:29]=[C:30]([CH:45]=[CH:46][CH:47]=1)[N:31]=[CH:32][C:33]1[CH:38]=[CH:37][CH:36]=[C:35]([C:39]2[CH:40]=[N:41][CH:42]=[N:43][CH:44]=2)[CH:34]=1. (3) The reactants are: C[Si]([C:5]#[N:6])(C)C.[Br-].[In+3].[Br-].[Br-].C(Cl)Cl.[Br:14][C:15]1[CH:16]=[C:17]2[C:23]([CH:24]([C:26]3[C:31]([Cl:32])=[CH:30][CH:29]=[C:28]([F:33])[C:27]=3[Cl:34])O)=[CH:22][NH:21][C:18]2=[N:19][CH:20]=1. Given the product [Br:14][C:15]1[CH:16]=[C:17]2[C:23]([CH:24]([C:26]3[C:31]([Cl:32])=[CH:30][CH:29]=[C:28]([F:33])[C:27]=3[Cl:34])[C:5]#[N:6])=[CH:22][NH:21][C:18]2=[N:19][CH:20]=1, predict the reactants needed to synthesize it.